From a dataset of Reaction yield outcomes from USPTO patents with 853,638 reactions. Predict the reaction yield, written as a fraction of the theoretical maximum amount of product (1.0 means a 100% yield; for example, 0.34 means a 34% yield). (1) The reactants are [CH3:1][C:2]([CH3:7])=[CH:3][C:4](O)=[O:5].O=S(Cl)Cl.[NH2:12][C:13]1[CH:18]=[CH:17][CH:16]=[CH:15][CH:14]=1.CCN(CC)CC. No catalyst specified. The product is [C:13]1([NH:12][C:4](=[O:5])[CH:3]=[C:2]([CH3:7])[CH3:1])[CH:18]=[CH:17][CH:16]=[CH:15][CH:14]=1. The yield is 0.800. (2) The reactants are [C:1]([O:5][C:6]([N:8]1[CH2:12][CH2:11][C@H:10]([CH:13]([OH:17])[CH2:14][CH:15]=[CH2:16])[CH2:9]1)=[O:7])([CH3:4])([CH3:3])[CH3:2].[N+](=[CH2:20])=[N-].N#N. The catalyst is ClCCl.C([O-])(=O)C.[Pd+2].C([O-])(=O)C. The product is [C:1]([O:5][C:6]([N:8]1[CH2:12][CH2:11][C@H:10]([CH:13]([OH:17])[CH2:14][CH:15]2[CH2:20][CH2:16]2)[CH2:9]1)=[O:7])([CH3:4])([CH3:3])[CH3:2]. The yield is 1.00. (3) The reactants are C([Sn]([N:14]=[N+:15]=[N-:16])(CCCC)CCCC)CCC.[NH2:17][C:18]1[N:19]=[C:20]([CH3:33])[C:21]2[CH:27]=[C:26]([C:28]#[N:29])[C:25](=[O:30])[N:24]([CH2:31][CH3:32])[C:22]=2[N:23]=1. The catalyst is C1(C)C=CC=CC=1. The product is [NH2:17][C:18]1[N:19]=[C:20]([CH3:33])[C:21]2[CH:27]=[C:26]([C:28]3[NH:16][N:15]=[N:14][N:29]=3)[C:25](=[O:30])[N:24]([CH2:31][CH3:32])[C:22]=2[N:23]=1. The yield is 0.450. (4) The reactants are [SH:1][C:2]1[S:3][C:4]2[CH2:13][C:12]3[C:11]([O:14][CH2:15][C:16]([O:18]CC)=[O:17])=[CH:10][C:9]([CH3:21])=[C:8]([CH3:22])[C:7]=3[C:5]=2[N:6]=1.[C:23]1([CH:29]([C:33]2[CH:38]=[CH:37][CH:36]=[CH:35][CH:34]=2)[CH2:30][CH2:31]I)[CH:28]=[CH:27][CH:26]=[CH:25][CH:24]=1. No catalyst specified. The product is [C:23]1([CH:29]([C:33]2[CH:34]=[CH:35][CH:36]=[CH:37][CH:38]=2)[CH2:30][CH2:31][S:1][C:2]2[S:3][C:4]3[CH2:13][C:12]4[C:11]([O:14][CH2:15][C:16]([OH:18])=[O:17])=[CH:10][C:9]([CH3:21])=[C:8]([CH3:22])[C:7]=4[C:5]=3[N:6]=2)[CH:28]=[CH:27][CH:26]=[CH:25][CH:24]=1. The yield is 0.530. (5) The reactants are [CH2:1]([O:3][C:4](=[O:25])[CH2:5][CH:6]1[CH2:11][CH2:10][N:9]([C:12]2[C:17]([NH2:18])=[CH:16][C:15]([C:19]3[CH:24]=[CH:23][CH:22]=[CH:21][CH:20]=3)=[CH:14][N:13]=2)[CH2:8][CH2:7]1)[CH3:2].[Cl:26][C:27]1[CH:28]=[C:29]([CH:33]=[CH:34][CH:35]=1)[C:30](Cl)=[O:31]. The catalyst is C(#N)C. The product is [CH2:1]([O:3][C:4](=[O:25])[CH2:5][CH:6]1[CH2:11][CH2:10][N:9]([C:12]2[C:17]([NH:18][C:30](=[O:31])[C:29]3[CH:33]=[CH:34][CH:35]=[C:27]([Cl:26])[CH:28]=3)=[CH:16][C:15]([C:19]3[CH:20]=[CH:21][CH:22]=[CH:23][CH:24]=3)=[CH:14][N:13]=2)[CH2:8][CH2:7]1)[CH3:2]. The yield is 0.810. (6) The reactants are B.CSC.[CH3:5][N:6]([CH3:24])[C:7](=O)[CH2:8][O:9][CH:10]1[CH2:15][CH2:14][N:13]([C:16]([O:18][C:19]([CH3:22])([CH3:21])[CH3:20])=[O:17])[CH2:12][CH2:11]1.O.C(=O)([O-])[O-].[Na+].[Na+]. The catalyst is C1COCC1. The product is [CH3:5][N:6]([CH3:24])[CH2:7][CH2:8][O:9][CH:10]1[CH2:11][CH2:12][N:13]([C:16]([O:18][C:19]([CH3:21])([CH3:20])[CH3:22])=[O:17])[CH2:14][CH2:15]1. The yield is 0.950.